Dataset: Peptide-MHC class II binding affinity with 134,281 pairs from IEDB. Task: Regression. Given a peptide amino acid sequence and an MHC pseudo amino acid sequence, predict their binding affinity value. This is MHC class II binding data. (1) The peptide sequence is AFKVAATAANAAMAN. The MHC is DRB1_0802 with pseudo-sequence DRB1_0802. The binding affinity (normalized) is 0.764. (2) The MHC is DRB1_0401 with pseudo-sequence DRB1_0401. The binding affinity (normalized) is 0.680. The peptide sequence is AFILDGDNRFPKV. (3) The peptide sequence is NLYIKKLLEDLTTDD. The MHC is DRB1_0101 with pseudo-sequence DRB1_0101. The binding affinity (normalized) is 0.205. (4) The peptide sequence is GWSSLGREYAAVAEE. The MHC is DRB5_0101 with pseudo-sequence DRB5_0101. The binding affinity (normalized) is 0.232. (5) The peptide sequence is LGGLWKTVSPHLSPI. The MHC is HLA-DPA10103-DPB10401 with pseudo-sequence HLA-DPA10103-DPB10401. The binding affinity (normalized) is 0.208. (6) The peptide sequence is HVTRVCNRDGITLYI. The MHC is DRB1_0101 with pseudo-sequence DRB1_0101. The binding affinity (normalized) is 0.191.